This data is from Catalyst prediction with 721,799 reactions and 888 catalyst types from USPTO. The task is: Predict which catalyst facilitates the given reaction. Reactant: [C:1]([O:5][C:6](=[O:15])[NH:7][C:8]1[S:9][C:10]([CH:13]=[O:14])=[CH:11][N:12]=1)([CH3:4])([CH3:3])[CH3:2].C[Si]([C:20]#[N:21])(C)C. Product: [C:1]([O:5][C:6](=[O:15])[NH:7][C:8]1[S:9][C:10]([CH:13]([OH:14])[CH2:20][NH2:21])=[CH:11][N:12]=1)([CH3:4])([CH3:2])[CH3:3]. The catalyst class is: 4.